From a dataset of Full USPTO retrosynthesis dataset with 1.9M reactions from patents (1976-2016). Predict the reactants needed to synthesize the given product. (1) Given the product [F:20][C:6]1[CH:7]=[C:8]([N:10]2[C@H:14]([CH3:15])[C@H:13]([OH:16])[C:12]([CH3:17])([CH3:18])[C:11]2=[O:19])[CH:9]=[C:2]([F:1])[C:3]=1[C:4]#[N:5], predict the reactants needed to synthesize it. The reactants are: [F:1][C:2]1[CH:9]=[C:8]([N:10]2[CH:14]([CH3:15])[C:13](=[O:16])[C:12]([CH3:18])([CH3:17])[C:11]2=[O:19])[CH:7]=[C:6]([F:20])[C:3]=1[C:4]#[N:5].C([BH-](C(CC)C)C(CC)C)(CC)C.[Li+].C1COCC1. (2) Given the product [OH:1][C@H:2]([CH3:24])[C@H:3]([NH:8][C:9](=[O:23])[C:10]1[CH:15]=[CH:14][C:13]([C:16]#[C:17][C:18]#[C:19][CH2:20][CH2:21][OH:22])=[CH:12][CH:11]=1)[C:4]([NH:25][OH:26])=[O:5], predict the reactants needed to synthesize it. The reactants are: [OH:1][C@H:2]([CH3:24])[C@H:3]([NH:8][C:9](=[O:23])[C:10]1[CH:15]=[CH:14][C:13]([C:16]#[C:17][C:18]#[C:19][CH2:20][CH2:21][OH:22])=[CH:12][CH:11]=1)[C:4](OC)=[O:5].[NH2:25][OH:26].